From a dataset of Full USPTO retrosynthesis dataset with 1.9M reactions from patents (1976-2016). Predict the reactants needed to synthesize the given product. (1) Given the product [F:14][CH:15]([F:33])[CH:16]([C:18]1[CH:19]=[CH:20][C:21]([C:2]2[CH:7]=[CH:6][C:5]([C:8]3([C:11]#[N:12])[CH2:10][CH2:9]3)=[CH:4][C:3]=2[F:13])=[CH:22][CH:23]=1)[OH:17], predict the reactants needed to synthesize it. The reactants are: Br[C:2]1[CH:7]=[CH:6][C:5]([C:8]2([C:11]#[N:12])[CH2:10][CH2:9]2)=[CH:4][C:3]=1[F:13].[F:14][CH:15]([F:33])[CH:16]([C:18]1[CH:23]=[CH:22][C:21](B2OC(C)(C)C(C)(C)O2)=[CH:20][CH:19]=1)[OH:17].C(=O)([O-])[O-].[Na+].[Na+]. (2) The reactants are: [NH2:1][C:2]1[C:10]([N+:11]([O-:13])=[O:12])=[CH:9][C:5]2[O:6][CH2:7][O:8][C:4]=2[CH:3]=1.Br[C:15]1[CH:20]=[CH:19][C:18]([CH2:21][CH2:22][OH:23])=[CH:17][CH:16]=1. Given the product [N+:11]([C:10]1[C:2]([NH:1][C:15]2[CH:20]=[CH:19][C:18]([CH2:21][CH2:22][OH:23])=[CH:17][CH:16]=2)=[CH:3][C:4]2[O:8][CH2:7][O:6][C:5]=2[CH:9]=1)([O-:13])=[O:12], predict the reactants needed to synthesize it. (3) Given the product [CH3:16][O:17][C:18](=[O:27])/[CH:19]=[C:20](\[NH:22][C:23](=[O:26])[CH2:24][O:15][C:10]1[CH:9]=[C:8]([F:7])[CH:13]=[C:12]([F:14])[CH:11]=1)/[CH3:21], predict the reactants needed to synthesize it. The reactants are: C([O-])([O-])=O.[K+].[K+].[F:7][C:8]1[CH:9]=[C:10]([OH:15])[CH:11]=[C:12]([F:14])[CH:13]=1.[CH3:16][O:17][C:18](=[O:27])/[CH:19]=[C:20](\[NH:22][C:23](=[O:26])[CH2:24]Br)/[CH3:21]. (4) Given the product [CH2:24]([N:20]1[C:21]2[C:16](=[CH:15][C:14]([N:9]3[CH2:10][CH2:11][N:7]([C:3]4[CH:2]=[N:1][CH:6]=[CH:5][CH:4]=4)[C:8]3=[O:12])=[CH:23][CH:22]=2)[CH2:17][CH2:18][C:19]1=[O:26])[CH3:25], predict the reactants needed to synthesize it. The reactants are: [N:1]1[CH:6]=[CH:5][CH:4]=[C:3]([N:7]2[CH2:11][CH2:10][NH:9][C:8]2=[O:12])[CH:2]=1.Br[C:14]1[CH:15]=[C:16]2[C:21](=[CH:22][CH:23]=1)[N:20]([CH2:24][CH3:25])[C:19](=[O:26])[CH2:18][CH2:17]2.N[C@@H]1CCCC[C@H]1N.C(=O)([O-])[O-].[K+].[K+]. (5) Given the product [CH:25]1[C:26]2[C:21](=[CH:20][C:19]([N:8]3[CH2:7][CH2:6][C:5]4([CH2:1][N:2]([C:11]([O:13][C:14]([CH3:17])([CH3:16])[CH3:15])=[O:12])[CH2:3][CH2:4]4)[CH2:10][CH2:9]3)=[CH:28][CH:27]=2)[CH:22]=[CH:23][N:24]=1, predict the reactants needed to synthesize it. The reactants are: [CH2:1]1[C:5]2([CH2:10][CH2:9][NH:8][CH2:7][CH2:6]2)[CH2:4][CH2:3][N:2]1[C:11]([O:13][C:14]([CH3:17])([CH3:16])[CH3:15])=[O:12].Br[C:19]1[CH:20]=[C:21]2[C:26](=[CH:27][CH:28]=1)[CH:25]=[N:24][CH:23]=[CH:22]2.C1C=CC(P(C2C(C3C(P(C4C=CC=CC=4)C4C=CC=CC=4)=CC=C4C=3C=CC=C4)=C3C(C=CC=C3)=CC=2)C2C=CC=CC=2)=CC=1. (6) Given the product [CH2:1]([O:3][C:4]([C:6]1[NH:7][C:8]2[C:13]([CH:14]=1)=[CH:12][C:11]([C:25]1[CH:30]=[CH:29][C:28]([C:31]([F:34])([F:33])[F:32])=[CH:27][N:26]=1)=[CH:10][CH:9]=2)=[O:5])[CH3:2], predict the reactants needed to synthesize it. The reactants are: [CH2:1]([O:3][C:4]([C:6]1[NH:7][C:8]2[C:13]([CH:14]=1)=[CH:12][C:11](B1OC(C)(C)C(C)(C)O1)=[CH:10][CH:9]=2)=[O:5])[CH3:2].Br[C:25]1[CH:30]=[CH:29][C:28]([C:31]([F:34])([F:33])[F:32])=[CH:27][N:26]=1.C([O-])([O-])=O.[Na+].[Na+].CCO. (7) Given the product [CH3:15][O:16][C:17]1[N:22]=[CH:21][C:20]([C:2]2[CH:3]=[N:4][CH:5]=[C:6]3[C:11]=2[N:10]=[C:9]([C:12]([NH2:14])=[O:13])[CH:8]=[CH:7]3)=[CH:19][CH:18]=1, predict the reactants needed to synthesize it. The reactants are: Br[C:2]1[CH:3]=[N:4][CH:5]=[C:6]2[C:11]=1[N:10]=[C:9]([C:12]([NH2:14])=[O:13])[CH:8]=[CH:7]2.[CH3:15][O:16][C:17]1[N:22]=[CH:21][C:20](B(O)O)=[CH:19][CH:18]=1.C(=O)([O-])[O-].[Cs+].[Cs+]. (8) Given the product [F:4][C:5]([F:12])([F:11])[C:6]1[N:19]=[CH:17][NH:18][N:2]=1, predict the reactants needed to synthesize it. The reactants are: O.[NH2:2]N.[F:4][C:5]([F:12])([F:11])[C:6](OCC)=O.C(O)(=O)C.[CH:17]([NH2:19])=[NH:18]. (9) Given the product [Cl:10][C:11]1[CH:32]=[CH:31][CH:30]=[C:29]([Cl:33])[C:12]=1[C:13]([NH:15][C@H:16]([C:25]([O:27][CH3:28])=[O:26])[CH2:17][C:18]1[CH:19]=[CH:20][C:21]([O:9][CH2:8][CH2:7][C:2]2[CH:3]=[CH:4][CH:5]=[CH:6][N:1]=2)=[CH:22][CH:23]=1)=[O:14], predict the reactants needed to synthesize it. The reactants are: [N:1]1[CH:6]=[CH:5][CH:4]=[CH:3][C:2]=1[CH2:7][CH2:8][OH:9].[Cl:10][C:11]1[CH:32]=[CH:31][CH:30]=[C:29]([Cl:33])[C:12]=1[C:13]([NH:15][C@H:16]([C:25]([O:27][CH3:28])=[O:26])[CH2:17][C:18]1[CH:23]=[CH:22][C:21](O)=[CH:20][CH:19]=1)=[O:14].C1(P(C2C=CC=CC=2)C2C=CC=CC=2)C=CC=CC=1.